This data is from Catalyst prediction with 721,799 reactions and 888 catalyst types from USPTO. The task is: Predict which catalyst facilitates the given reaction. The catalyst class is: 43. Product: [O:1]([C:8]1[N:13]=[CH:12][C:11]([CH2:14][CH2:15][C:16]([N:18]2[CH2:23][CH2:22][NH:21][C:20](=[O:24])[CH2:19]2)=[O:17])=[CH:10][CH:9]=1)[C:2]1[CH:3]=[CH:4][CH:5]=[CH:6][CH:7]=1. Reactant: [O:1]([C:8]1[N:13]=[CH:12][C:11]([CH:14]=[CH:15][C:16]([N:18]2[CH2:23][CH2:22][NH:21][C:20](=[O:24])[CH2:19]2)=[O:17])=[CH:10][CH:9]=1)[C:2]1[CH:7]=[CH:6][CH:5]=[CH:4][CH:3]=1.